Task: Predict the reactants needed to synthesize the given product.. Dataset: Full USPTO retrosynthesis dataset with 1.9M reactions from patents (1976-2016) Given the product [NH2:8][C:9]1[CH:17]=[C:16]([N+:18]([O-:20])=[O:19])[CH:15]=[CH:14][C:10]=1[C:11]([N:5]1[CH2:6][CH2:7][N:2]([CH3:1])[CH2:3][CH2:4]1)=[O:12], predict the reactants needed to synthesize it. The reactants are: [CH3:1][N:2]1[CH2:7][CH2:6][NH:5][CH2:4][CH2:3]1.[NH2:8][C:9]1[CH:17]=[C:16]([N+:18]([O-:20])=[O:19])[CH:15]=[CH:14][C:10]=1[C:11](Cl)=[O:12].